From a dataset of Catalyst prediction with 721,799 reactions and 888 catalyst types from USPTO. Predict which catalyst facilitates the given reaction. (1) The catalyst class is: 277. Reactant: [Cl:1][C:2]1[C:11]2[N:10]([CH3:12])[O:9][C@H:8]3[NH:13][C@H:14]([C:16]([O:18][C@@H:19]4[C@:28]5([OH:29])[C@H:23]([C@H:24]([C:31]([CH3:33])=[CH2:32])[CH2:25][CH2:26][C@H:27]5[CH3:30])[CH:22]=[C:21]([CH3:34])[C@H:20]4[O:35][C:36](=[O:38])[CH3:37])=[O:17])[CH2:15][C@@:7]3([OH:39])[C:6]=2[CH:5]=[CH:4][CH:3]=1.[C:40](O[C:40]([O:42][C:43]([CH3:46])([CH3:45])[CH3:44])=[O:41])([O:42][C:43]([CH3:46])([CH3:45])[CH3:44])=[O:41]. Product: [Cl:1][C:2]1[C:11]2[N:10]([CH3:12])[O:9][C@H:8]3[N:13]([C:40]([O:42][C:43]([CH3:46])([CH3:45])[CH3:44])=[O:41])[C@H:14]([C:16]([O:18][C@@H:19]4[C@:28]5([OH:29])[C@H:23]([C@H:24]([C:31]([CH3:33])=[CH2:32])[CH2:25][CH2:26][C@H:27]5[CH3:30])[CH:22]=[C:21]([CH3:34])[C@H:20]4[O:35][C:36](=[O:38])[CH3:37])=[O:17])[CH2:15][C@@:7]3([O:39][C:40]([O:42][C:43]([CH3:46])([CH3:45])[CH3:44])=[O:41])[C:6]=2[CH:5]=[CH:4][CH:3]=1. (2) Reactant: [CH3:1][C:2]1[CH:10]=[CH:9][C:5]([C:6](O)=[O:7])=[CH:4][N:3]=1.C(Cl)(=O)C([Cl:14])=O. Product: [CH3:1][C:2]1[CH:10]=[CH:9][C:5]([C:6]([Cl:14])=[O:7])=[CH:4][N:3]=1. The catalyst class is: 120.